From a dataset of Full USPTO retrosynthesis dataset with 1.9M reactions from patents (1976-2016). Predict the reactants needed to synthesize the given product. (1) Given the product [Cl:1][C:2]1[CH:3]=[C:4]2[N:11]([CH:12]3[CH2:14][CH2:13]3)[CH2:10][CH2:9][N:5]2[C:6](=[O:8])[N:7]=1, predict the reactants needed to synthesize it. The reactants are: [Cl:1][C:2]1[CH:3]=[C:4]2[NH:11][CH2:10][CH2:9][N:5]2[C:6](=[O:8])[N:7]=1.[CH:12]1(B(O)O)[CH2:14][CH2:13]1.N1C=CC(C2C=CN=CC=2)=CC=1.C([O-])([O-])=O.[Na+].[Na+]. (2) Given the product [CH3:42][NH:43][C:44]([C:10]1[CH:11]=[C:12]([CH:16]=[C:8]([C:5]2[CH:4]=[CH:3][C:2]([CH3:1])=[CH:7][N:6]=2)[CH:9]=1)[C:13]([O:15][C:27]([CH3:26])([CH3:28])[CH3:33])=[O:14])=[O:45], predict the reactants needed to synthesize it. The reactants are: [CH3:1][C:2]1[CH:3]=[CH:4][C:5]([C:8]2[CH:9]=[CH:10][CH:11]=[C:12]([CH:16]=2)[C:13]([OH:15])=[O:14])=[N:6][CH:7]=1.CN.C(Cl)CCl.C1C=C[C:26]2N(O)N=N[C:27]=2[CH:28]=1.[CH:33](N(C(C)C)CC)(C)C.[CH3:42][N:43](C)[CH:44]=[O:45]. (3) Given the product [CH3:22][O:23][C:24](=[O:43])[CH2:25][CH2:26][C:27]1[CH:32]=[CH:31][C:30]([O:33][CH2:34][CH2:35][CH:36]([O:21][C:12]2[CH:11]=[CH:10][C:9]([CH2:7][CH3:8])=[CH:14][C:13]=2[C:15]2[CH:16]=[CH:17][CH:18]=[CH:19][CH:20]=2)[CH3:37])=[CH:29][C:28]=1[CH3:1], predict the reactants needed to synthesize it. The reactants are: [C:1](=O)([O-])[O-].[Cs+].[Cs+].[CH2:7]([C:9]1[CH:14]=[C:13]([C:15]2[CH:20]=[CH:19][CH:18]=[CH:17][CH:16]=2)[C:12]([OH:21])=[CH:11][CH:10]=1)[CH3:8].[CH3:22][O:23][C:24](=[O:43])[CH2:25][CH2:26][C:27]1[CH:32]=[CH:31][C:30]([O:33][CH2:34][CH2:35][C@@H:36](OS(C)(=O)=O)[CH3:37])=[CH:29][CH:28]=1. (4) Given the product [CH2:1]([O:8][N:9]([C@H:21]([CH:19]=[CH2:20])[CH2:23][OH:22])[C:10](=[O:16])[O:11][C:12]([CH3:13])([CH3:15])[CH3:14])[C:2]1[CH:7]=[CH:6][CH:5]=[CH:4][CH:3]=1, predict the reactants needed to synthesize it. The reactants are: [CH2:1]([O:8][NH:9][C:10](=[O:16])[O:11][C:12]([CH3:15])([CH3:14])[CH3:13])[C:2]1[CH:7]=[CH:6][CH:5]=[CH:4][CH:3]=1.N#N.[CH:19]([CH:21]1[CH2:23][O:22]1)=[CH2:20]. (5) The reactants are: [Li]CCCC.C1N2CCN(CC2)C1.[C:14]1([N:20]([C:36]2[CH:41]=[CH:40][CH:39]=[CH:38][CH:37]=2)[CH2:21][CH2:22][N:23]2[CH2:28][CH2:27][CH:26]([CH2:29][C:30](N(OC)C)=[O:31])[CH2:25][CH2:24]2)[CH:19]=[CH:18][CH:17]=[CH:16][CH:15]=1.[C:42]1([CH3:48])[CH:47]=[CH:46][CH:45]=[CH:44][CH:43]=1. Given the product [C:36]1([N:20]([C:14]2[CH:19]=[CH:18][CH:17]=[CH:16][CH:15]=2)[CH2:21][CH2:22][N:23]2[CH2:24][CH2:25][CH:26]([CH2:29][C:30](=[O:31])[CH2:48][C:42]3[CH:47]=[CH:46][CH:45]=[CH:44][CH:43]=3)[CH2:27][CH2:28]2)[CH:37]=[CH:38][CH:39]=[CH:40][CH:41]=1, predict the reactants needed to synthesize it. (6) Given the product [CH2:1]([N:6]1[C:10]2[CH:11]=[CH:12][C:13]([C:15]([C:43]3[CH:44]=[CH:45][C:40]([O:39][CH2:34][CH2:35][CH:36]([CH3:38])[CH3:37])=[C:41]([CH2:46][C:47]([O:49][CH2:50][CH2:51][CH:52]([CH3:54])[CH3:53])=[O:48])[CH:42]=3)=[O:16])=[CH:14][C:9]=2[N:8]([CH2:18][CH2:19][CH:20]([CH3:22])[CH3:21])[C:7]1=[O:23])[CH2:2][CH:3]([CH3:5])[CH3:4], predict the reactants needed to synthesize it. The reactants are: [CH2:1]([N:6]1[C:10]2[CH:11]=[CH:12][C:13]([C:15](O)=[O:16])=[CH:14][C:9]=2[N:8]([CH2:18][CH2:19][CH:20]([CH3:22])[CH3:21])[C:7]1=[O:23])[CH2:2][CH:3]([CH3:5])[CH3:4].C(Cl)(=O)C(Cl)=O.[Cl-].[Al+3].[Cl-].[Cl-].[CH2:34]([O:39][C:40]1[CH:45]=[CH:44][CH:43]=[CH:42][C:41]=1[CH2:46][C:47]([O:49][CH2:50][CH2:51][CH:52]([CH3:54])[CH3:53])=[O:48])[CH2:35][CH:36]([CH3:38])[CH3:37]. (7) Given the product [NH2:31][C:26]1[N:25]=[C:24]([S:21]([NH:20][C:18]([C:8]2[C:9]([C:11]3[CH:12]=[CH:13][C:14]([CH3:17])=[CH:15][CH:16]=3)=[N:10][C:5]([C:1]([CH3:4])([CH3:2])[CH3:3])=[CH:6][CH:7]=2)=[O:19])(=[O:23])=[O:22])[CH:29]=[CH:28][CH:27]=1, predict the reactants needed to synthesize it. The reactants are: [C:1]([C:5]1[N:10]=[C:9]([C:11]2[CH:16]=[CH:15][C:14]([CH3:17])=[CH:13][CH:12]=2)[C:8]([C:18]([NH:20][S:21]([C:24]2[CH:29]=[CH:28][CH:27]=[C:26](F)[N:25]=2)(=[O:23])=[O:22])=[O:19])=[CH:7][CH:6]=1)([CH3:4])([CH3:3])[CH3:2].[NH4+:31].[OH-].